This data is from Reaction yield outcomes from USPTO patents with 853,638 reactions. The task is: Predict the reaction yield, written as a fraction of the theoretical maximum amount of product (1.0 means a 100% yield; for example, 0.34 means a 34% yield). (1) The reactants are [N+:1]([C:4]1[CH:5]=[CH:6][C:7]([N:14]2[CH:18]3[CH2:19][CH2:20][CH:15]2[CH2:16][CH2:17]3)=[N:8][C:9]=1[C:10]([F:13])([F:12])[F:11])([O-])=O. The catalyst is [Pd]. The product is [CH:15]12[N:14]([C:7]3[N:8]=[C:9]([C:10]([F:13])([F:11])[F:12])[C:4]([NH2:1])=[CH:5][CH:6]=3)[CH:18]([CH2:17][CH2:16]1)[CH2:19][CH2:20]2. The yield is 0.800. (2) The reactants are CS(O[CH2:6][C@@H:7]1[O:12][CH2:11][CH2:10][N:9]([C:13]([O:15][C:16]([CH3:19])([CH3:18])[CH3:17])=[O:14])[CH2:8]1)(=O)=O.[I-].[Na+].C(=O)([O-])[O-].[K+].[K+].[CH2:28]([O:35][C:36]([N:38]1[CH2:43][CH2:42][NH:41][CH2:40][CH2:39]1)=[O:37])[C:29]1[CH:34]=[CH:33][CH:32]=[CH:31][CH:30]=1. The catalyst is C(#N)CCC.CCCC(C)C.C(OCC)(=O)C.O. The product is [CH2:28]([O:35][C:36]([N:38]1[CH2:43][CH2:42][N:41]([CH2:6][C@@H:7]2[O:12][CH2:11][CH2:10][N:9]([C:13]([O:15][C:16]([CH3:17])([CH3:18])[CH3:19])=[O:14])[CH2:8]2)[CH2:40][CH2:39]1)=[O:37])[C:29]1[CH:34]=[CH:33][CH:32]=[CH:31][CH:30]=1. The yield is 0.700. (3) The reactants are C[O:2][CH:3](OC)[CH2:4][N:5]1[C:9]2[C:10]([C:14]([O-:16])=[O:15])=[CH:11][CH:12]=[CH:13][C:8]=2[NH:7][C:6]1=[O:17].O.[C:21](O)(C(F)(F)F)=O. The catalyst is C(Cl)Cl. The product is [O:17]=[C:6]1[NH:7][C:8]2[CH:13]=[CH:12][CH:11]=[C:10]([C:14]([O:16][CH3:21])=[O:15])[C:9]=2[N:5]1[CH2:4][CH:3]=[O:2]. The yield is 0.610. (4) The reactants are [Cl:1][C:2]1[CH:3]=[CH:4][C:5]2[CH:6]=[C:7]3[CH2:14][NH:13][CH2:12][CH2:11][N:8]3[C:9]=2[CH:10]=1.C([BH3-])#N.[Na+].O.[OH-].[NH4+]. The catalyst is C(O)(=O)C. The product is [Cl:1][C:2]1[CH:3]=[CH:4][C:5]2[CH2:6][CH:7]3[CH2:14][NH:13][CH2:12][CH2:11][N:8]3[C:9]=2[CH:10]=1. The yield is 0.640. (5) The reactants are Cl[C:2]1[CH:7]=[C:6]([O:8][CH2:9][C:10]([F:13])([F:12])[F:11])[N:5]=[C:4]([NH:14][C:15]2[CH:27]=[CH:26][C:18]([C:19]([O:21][C:22]([CH3:25])([CH3:24])[CH3:23])=[O:20])=[CH:17][CH:16]=2)[N:3]=1.CCN(C(C)C)C(C)C.[NH2:37][CH2:38][C:39]1[CH:44]=[CH:43][C:42]([OH:45])=[CH:41][CH:40]=1. The catalyst is C1COCC1. The product is [OH:45][C:42]1[CH:43]=[CH:44][C:39]([CH2:38][NH:37][C:2]2[CH:7]=[C:6]([O:8][CH2:9][C:10]([F:13])([F:12])[F:11])[N:5]=[C:4]([NH:14][C:15]3[CH:27]=[CH:26][C:18]([C:19]([O:21][C:22]([CH3:25])([CH3:24])[CH3:23])=[O:20])=[CH:17][CH:16]=3)[N:3]=2)=[CH:40][CH:41]=1. The yield is 0.740. (6) The catalyst is C(Cl)Cl.O. The reactants are [CH2:1]([O:3][C:4]([CH:6]1[CH2:11][CH2:10][N:9]([C:12]([O:14][C:15]([CH3:18])([CH3:17])[CH3:16])=[O:13])[CH2:8][CH:7]1[NH2:19])=[O:5])[CH3:2].Cl.[CH3:21][C:22]1[CH:31]=[C:30]([CH2:32][O:33][C:34]2[CH:39]=[CH:38][C:37]([S:40](Cl)(=[O:42])=[O:41])=[CH:36][CH:35]=2)[C:29]2[C:24](=[CH:25][CH:26]=[CH:27][CH:28]=2)[N:23]=1.C([O-])(O)=O.[Na+]. The yield is 0.258. The product is [CH2:1]([O:3][C:4]([CH:6]1[CH2:11][CH2:10][N:9]([C:12]([O:14][C:15]([CH3:18])([CH3:17])[CH3:16])=[O:13])[CH2:8][CH:7]1[NH:19][S:40]([C:37]1[CH:38]=[CH:39][C:34]([O:33][CH2:32][C:30]2[C:29]3[C:24](=[CH:25][CH:26]=[CH:27][CH:28]=3)[N:23]=[C:22]([CH3:21])[CH:31]=2)=[CH:35][CH:36]=1)(=[O:41])=[O:42])=[O:5])[CH3:2].